The task is: Predict which catalyst facilitates the given reaction.. This data is from Catalyst prediction with 721,799 reactions and 888 catalyst types from USPTO. (1) Reactant: [CH2:1]([O:3][C:4](=[O:20])[CH2:5][CH:6]([N:10]1[C:14]2[CH:15]=[CH:16][CH:17]=[CH:18][C:13]=2[NH:12][C:11]1=[O:19])[CH2:7][CH2:8][CH3:9])[CH3:2].[Br:21][C:22]1[CH:23]=[C:24]2[C:28](=[C:29]([CH2:31][N+](C)(C)C)[CH:30]=1)[N:27]([CH3:36])[CH:26]=[CH:25]2.[I-].C([O-])([O-])=O.[K+].[K+]. Product: [CH2:1]([O:3][C:4](=[O:20])[CH2:5][CH:6]([N:10]1[C:14]2[CH:15]=[CH:16][CH:17]=[CH:18][C:13]=2[N:12]([CH2:31][C:29]2[CH:30]=[C:22]([Br:21])[CH:23]=[C:24]3[C:28]=2[N:27]([CH3:36])[CH:26]=[CH:25]3)[C:11]1=[O:19])[CH2:7][CH2:8][CH3:9])[CH3:2]. The catalyst class is: 18. (2) The catalyst class is: 72. Reactant: C([C:3]1([C:17]([O-:19])=O)[C:8](=O)[CH2:7][CH2:6][N:5]([C:10]([O:12][C:13]([CH3:16])([CH3:15])[CH3:14])=[O:11])[CH2:4]1)C.Cl.[CH3:21][O:22][C:23](=[NH:25])[NH2:24].C(=O)([O-])[O-].[K+].[K+].Cl. Product: [OH:19][C:17]1[C:3]2[CH2:4][N:5]([C:10]([O:12][C:13]([CH3:14])([CH3:15])[CH3:16])=[O:11])[CH2:6][CH2:7][C:8]=2[N:24]=[C:23]([O:22][CH3:21])[N:25]=1.